Dataset: Full USPTO retrosynthesis dataset with 1.9M reactions from patents (1976-2016). Task: Predict the reactants needed to synthesize the given product. (1) Given the product [Cl:1][C:2]1[S:6][C:5]([C:7]([NH:9][CH2:10][C:11]2[N:12]=[N:13][N:14]([C:16]3[CH:17]=[CH:18][C:19]([N:22]4[CH:27]=[CH:26][CH:25]=[C:24]([O:28][CH2:29][CH2:30][S:38]([CH3:34])(=[O:40])=[O:37])[C:23]4=[O:33])=[CH:20][CH:21]=3)[CH:15]=2)=[O:8])=[CH:4][CH:3]=1, predict the reactants needed to synthesize it. The reactants are: [Cl:1][C:2]1[S:6][C:5]([C:7]([NH:9][CH2:10][C:11]2[N:12]=[N:13][N:14]([C:16]3[CH:21]=[CH:20][C:19]([N:22]4[CH:27]=[CH:26][CH:25]=[C:24]([O:28][CH2:29][CH2:30]SC)[C:23]4=[O:33])=[CH:18][CH:17]=3)[CH:15]=2)=[O:8])=[CH:4][CH:3]=1.[CH3:34]O.O[O:37][S:38]([O-:40])=O.[K+]. (2) Given the product [C:34]1([C:21]([C:22]2[CH:23]=[CH:24][CH:25]=[CH:26][CH:27]=2)([C:28]2[CH:29]=[CH:30][CH:31]=[CH:32][CH:33]=2)[N:18]2[CH:19]=[N:20][C:16]([O:1][CH2:2][CH2:3][O:4][C:5]3[CH:6]=[C:7]([CH:10]=[CH:11][CH:12]=3)[C:8]#[N:9])=[N:17]2)[CH:39]=[CH:38][CH:37]=[CH:36][CH:35]=1, predict the reactants needed to synthesize it. The reactants are: [OH:1][CH2:2][CH2:3][O:4][C:5]1[CH:6]=[C:7]([CH:10]=[CH:11][CH:12]=1)[C:8]#[N:9].[N+]([C:16]1[N:20]=[CH:19][N:18]([C:21]([C:34]2[CH:39]=[CH:38][CH:37]=[CH:36][CH:35]=2)([C:28]2[CH:33]=[CH:32][CH:31]=[CH:30][CH:29]=2)[C:22]2[CH:27]=[CH:26][CH:25]=[CH:24][CH:23]=2)[N:17]=1)([O-])=O.[H-].[Na+]. (3) Given the product [F:26][C:24]([F:27])([F:25])[C:19]([C:16]1[CH:15]=[CH:14][C:13]([CH2:12][N:9]2[CH2:10][CH2:11][CH:6]([O:5][C:4]3[CH:3]=[C:2]([NH:1][C:32]([NH:52][CH2:53][C:54]([OH:56])([CH3:57])[CH3:55])=[O:33])[CH:31]=[CH:30][CH:29]=3)[CH2:7][CH2:8]2)=[CH:18][CH:17]=1)([OH:28])[C:20]([F:21])([F:22])[F:23], predict the reactants needed to synthesize it. The reactants are: [NH2:1][C:2]1[CH:3]=[C:4]([CH:29]=[CH:30][CH:31]=1)[O:5][CH:6]1[CH2:11][CH2:10][N:9]([CH2:12][C:13]2[CH:18]=[CH:17][C:16]([C:19]([OH:28])([C:24]([F:27])([F:26])[F:25])[C:20]([F:23])([F:22])[F:21])=[CH:15][CH:14]=2)[CH2:8][CH2:7]1.[C:32](Cl)(=O)[O:33]C1C=CC([N+]([O-])=O)=CC=1.C(N(CC)CC)C.[NH2:52][CH2:53][C:54]([CH3:57])([OH:56])[CH3:55]. (4) Given the product [CH3:23][O:24][C:25](=[O:34])[CH:26]([NH:30][C:31](=[O:33])[CH3:32])[CH2:8][CH:7]=[CH:6][CH2:5][CH:4]([NH:13][C:14](=[O:21])[C:15]1[CH:16]=[CH:17][CH:18]=[CH:19][CH:20]=1)[C:3]([O:2][CH3:1])=[O:22], predict the reactants needed to synthesize it. The reactants are: [CH3:1][O:2][C:3](=[O:22])[CH:4]([NH:13][C:14](=[O:21])[C:15]1[CH:20]=[CH:19][CH:18]=[CH:17][CH:16]=1)[CH2:5][CH:6]=[CH:7][CH2:8]OC(=O)C.[CH3:23][O:24][C:25](=[O:34])[CH:26]([NH:30][C:31](=[O:33])[CH3:32])CC=C. (5) Given the product [Cl:18][C:9]1[CH:10]=[C:11]([CH:15]=[C:16]([Cl:17])[C:8]=1[O:7][C:6]1[CH:19]=[CH:20][C:21]([O:22][CH3:23])=[C:4]([CH:1]([CH3:3])[CH3:2])[CH:5]=1)[CH:12]=[N:13][O:14][CH2:35][C:33]([O:32][CH2:31][CH3:30])=[O:34], predict the reactants needed to synthesize it. The reactants are: [CH:1]([C:4]1[CH:5]=[C:6]([CH:19]=[CH:20][C:21]=1[O:22][CH3:23])[O:7][C:8]1[C:16]([Cl:17])=[CH:15][C:11]([CH:12]=[N:13][OH:14])=[CH:10][C:9]=1[Cl:18])([CH3:3])[CH3:2].C([O-])([O-])=O.[Cs+].[Cs+].[CH3:30][CH2:31][O:32][C:33]([CH2:35]Br)=[O:34]. (6) Given the product [CH2:2]([O:9][N:10]1[C@@H:11]([CH2:16][O:17][C:18]2[CH:19]=[CH:20][C:21]([Br:24])=[CH:22][CH:23]=2)[CH2:12][NH:45][C:48]1=[O:32])[C:3]1[CH:4]=[CH:5][CH:6]=[CH:7][CH:8]=1, predict the reactants needed to synthesize it. The reactants are: [Li+].[CH2:2]([O:9][NH:10][C@@H:11]([CH2:16][O:17][C:18]1[CH:23]=[CH:22][C:21]([Br:24])=[CH:20][CH:19]=1)[CH2:12]C([O-])=O)[C:3]1[CH:8]=[CH:7][CH:6]=[CH:5][CH:4]=1.C1C=CC(P(N=[N+]=[N-])(C2C=CC=CC=2)=[O:32])=CC=1.C([N:45]([CH:48](C)C)CC)(C)C.Cl.[Na+].[Cl-]. (7) Given the product [C:51]([O:50][C:49]([N:48]([CH2:47][C:46]1[CH:57]=[C:42]([NH:41][C:39](=[O:40])[CH2:38][CH2:37][CH2:36][C:33]2[CH:34]=[CH:35][C:30]([B:25]([OH:27])[OH:26])=[CH:31][CH:32]=2)[CH:43]=[CH:44][C:45]=1[S:58]([CH2:61][CH3:62])(=[O:60])=[O:59])[CH3:56])=[O:55])([CH3:54])([CH3:53])[CH3:52], predict the reactants needed to synthesize it. The reactants are: C(C1C=C(NC(=O)CCCC2C=CC([B:25]([OH:27])[OH:26])=CC=2)C=CC=1S(CC)(=O)=O)#N.Br[C:30]1[CH:35]=[CH:34][C:33]([CH2:36][CH2:37][CH2:38][C:39]([NH:41][C:42]2[CH:43]=[CH:44][C:45]([S:58]([CH2:61][CH3:62])(=[O:60])=[O:59])=[C:46]([CH:57]=2)[CH2:47][N:48]([CH3:56])[C:49](=[O:55])[O:50][C:51]([CH3:54])([CH3:53])[CH3:52])=[O:40])=[CH:32][CH:31]=1.CC1(C)COB(B2OCC(C)(C)CO2)OC1.B(O)O. (8) Given the product [CH3:8][C:4]1[CH:5]=[CH:6][CH:7]=[C:2]([CH3:1])[C:3]=1[NH:9][C:10](=[O:32])[CH2:11][N:12]1[CH2:17][CH2:16][N:15]([CH2:18][CH:19]([OH:31])[CH2:20][O:44][CH2:43][C:34]2[CH:35]=[CH:36][C:37]3[C:42](=[CH:41][CH:40]=[CH:39][CH:38]=3)[CH:33]=2)[CH2:14][CH2:13]1, predict the reactants needed to synthesize it. The reactants are: [CH3:1][C:2]1[CH:7]=[CH:6][CH:5]=[C:4]([CH3:8])[C:3]=1[NH:9][C:10](=[O:32])[CH2:11][N:12]1[CH2:17][CH2:16][N:15]([CH2:18][CH:19]([OH:31])[CH2:20]OC2CC3C(=CC=CC=3)C2)[CH2:14][CH2:13]1.[CH:33]1[C:42]2[C:37](=[CH:38][CH:39]=[CH:40][CH:41]=2)[CH:36]=[CH:35][C:34]=1[CH2:43][OH:44].